From a dataset of Catalyst prediction with 721,799 reactions and 888 catalyst types from USPTO. Predict which catalyst facilitates the given reaction. (1) The catalyst class is: 7. Reactant: [Cl:1][C:2]1[C:3]([O:12][C:13]2[CH:18]=[C:17]([O:19][CH:20]([CH3:22])[CH3:21])[CH:16]=[CH:15][C:14]=2[CH2:23][CH2:24][C:25](OCC)=[O:26])=[N:4][CH:5]=[C:6]([C:8]([F:11])([F:10])[F:9])[CH:7]=1.[H-].[Al+3].[Li+].[H-].[H-].[H-].O.O.O.O.O.O.O.O.O.O.S([O-])([O-])(=O)=O.[Na+].[Na+]. Product: [Cl:1][C:2]1[C:3]([O:12][C:13]2[CH:18]=[C:17]([O:19][CH:20]([CH3:21])[CH3:22])[CH:16]=[CH:15][C:14]=2[CH2:23][CH2:24][CH2:25][OH:26])=[N:4][CH:5]=[C:6]([C:8]([F:11])([F:10])[F:9])[CH:7]=1. (2) Reactant: [NH2:1][C:2]1[C:7]([C:8]2[CH:13]=[C:12]([F:14])[CH:11]=[C:10]([F:15])[CH:9]=2)=[C:6]([C:16](=[O:18])[CH3:17])[CH:5]=[C:4]([Cl:19])[C:3]=1[CH3:20].N1C=CC=CC=1.Cl[CH2:28][CH2:29][CH2:30][C:31](Cl)=[O:32].CC(C)([O-])C.[K+]. Product: [C:16]([C:6]1[C:7]([C:8]2[CH:9]=[C:10]([F:15])[CH:11]=[C:12]([F:14])[CH:13]=2)=[C:2]([N:1]2[CH2:28][CH2:29][CH2:30][C:31]2=[O:32])[C:3]([CH3:20])=[C:4]([Cl:19])[CH:5]=1)(=[O:18])[CH3:17]. The catalyst class is: 539.